This data is from Forward reaction prediction with 1.9M reactions from USPTO patents (1976-2016). The task is: Predict the product of the given reaction. (1) Given the reactants [CH3:1][O:2][C:3]([NH:5][CH2:6][CH2:7][CH2:8][CH2:9][CH2:10][CH2:11]O)=[O:4].C1(P(C2C=CC=CC=2)C2C=CC=CC=2)C=CC=CC=1.[Br:32]C(Br)(Br)Br, predict the reaction product. The product is: [CH3:1][O:2][C:3]([NH:5][CH2:6][CH2:7][CH2:8][CH2:9][CH2:10][CH2:11][Br:32])=[O:4]. (2) The product is: [Cl:1][C:2]1[CH:10]=[CH:9][C:5]([C:6]([NH:12][NH2:13])=[O:7])=[C:4]([CH3:11])[N:3]=1. Given the reactants [Cl:1][C:2]1[CH:10]=[CH:9][C:5]([C:6](O)=[O:7])=[C:4]([CH3:11])[N:3]=1.[NH2:12][NH2:13], predict the reaction product. (3) Given the reactants [Br:1][C:2]1[CH:3]=[C:4]([NH:8][C:9]2[CH:17]=[CH:16][CH:15]=[CH:14][C:10]=2[C:11]([OH:13])=O)[CH:5]=[CH:6][CH:7]=1.[H-].[Na+].S(OC)(O[CH3:24])(=O)=O, predict the reaction product. The product is: [Br:1][C:2]1[C:3]2[C:11](=[O:13])[C:10]3[C:9](=[CH:17][CH:16]=[CH:15][CH:14]=3)[N:8]([CH3:24])[C:4]=2[CH:5]=[CH:6][CH:7]=1. (4) The product is: [Cl:14][C:12]1[CH:11]=[CH:10][C:9]2[C:3](=[CH:2][C:26]3[CH:27]=[CH:28][C:22]4[O:21][C:20](=[O:19])[NH:24][C:23]=4[CH:25]=3)[C:4]3[CH:18]=[CH:17][CH:16]=[CH:15][C:5]=3[CH2:6][CH2:7][C:8]=2[CH:13]=1. Given the reactants Br[CH:2]=[C:3]1[C:9]2[CH:10]=[CH:11][C:12]([Cl:14])=[CH:13][C:8]=2[CH2:7][CH2:6][C:5]2[CH:15]=[CH:16][CH:17]=[CH:18][C:4]1=2.[O:19]=[C:20]1[NH:24][C:23]2[CH:25]=[C:26](B(O)O)[CH:27]=[CH:28][C:22]=2[O:21]1, predict the reaction product. (5) The product is: [Cl:1][C:2]1[CH:7]=[CH:6][C:5]([NH:8][C:9](=[O:21])[C:10]2[CH:15]=[CH:14][C:13]([C:16]([F:18])([F:17])[F:19])=[N:12][C:11]=2[CH3:20])=[CH:4][C:3]=1[C:36]1[CH:35]=[CH:34][C:33]([C:32]([F:41])([F:40])[F:31])=[CH:38][N:37]=1. Given the reactants [Cl:1][C:2]1[CH:7]=[CH:6][C:5]([NH:8][C:9](=[O:21])[C:10]2[CH:15]=[CH:14][C:13]([C:16]([F:19])([F:18])[F:17])=[N:12][C:11]=2[CH3:20])=[CH:4][C:3]=1B1OC(C)(C)C(C)(C)O1.[F:31][C:32]([F:41])([F:40])[C:33]1[CH:34]=[CH:35][C:36](Br)=[N:37][CH:38]=1, predict the reaction product. (6) Given the reactants [CH3:1][C:2]1([C:8]([O:10]C)=[O:9])[CH2:7][CH2:6][O:5][CH2:4][CH2:3]1.[OH-].[Na+], predict the reaction product. The product is: [CH3:1][C:2]1([C:8]([OH:10])=[O:9])[CH2:7][CH2:6][O:5][CH2:4][CH2:3]1. (7) Given the reactants [Cl-].[Br:2][C:3]1[CH:8]=[CH:7][C:6]([CH2:9][NH3+:10])=[CH:5][CH:4]=1.[OH-].[Na+].Cl[C:14]([O:16][CH2:17][C:18]1[CH:23]=[CH:22][CH:21]=[CH:20][CH:19]=1)=[O:15], predict the reaction product. The product is: [Br:2][C:3]1[CH:8]=[CH:7][C:6]([CH2:9][NH:10][C:14](=[O:15])[O:16][CH2:17][C:18]2[CH:23]=[CH:22][CH:21]=[CH:20][CH:19]=2)=[CH:5][CH:4]=1. (8) Given the reactants [C:1]([C:3]1[N:4]=[C:5]([C:8]([NH:10][C:11]2[CH:16]=[CH:15][C:14]([C:17]3([C:23](O)=[O:24])[CH2:22][CH2:21][O:20][CH2:19][CH2:18]3)=[CH:13][C:12]=2[C:26]2[CH2:31][CH2:30][CH2:29][CH2:28][CH:27]=2)=[O:9])[NH:6][CH:7]=1)#[N:2].ClC(OC)=O.CC[N:39](C(C)C)C(C)C.[OH-].[NH4+], predict the reaction product. The product is: [C:23]([C:17]1([C:14]2[CH:15]=[CH:16][C:11]([NH:10][C:8]([C:5]3[NH:6][CH:7]=[C:3]([C:1]#[N:2])[N:4]=3)=[O:9])=[C:12]([C:26]3[CH2:31][CH2:30][CH2:29][CH2:28][CH:27]=3)[CH:13]=2)[CH2:18][CH2:19][O:20][CH2:21][CH2:22]1)(=[O:24])[NH2:39]. (9) Given the reactants Cl[C:2]1[N:7]=[C:6]([C:8]2[C:9]([Cl:14])=[N:10][CH:11]=[CH:12][CH:13]=2)[CH:5]=[CH:4][N:3]=1.O.C1(C)C=CC(S(O)(=O)=O)=CC=1.[Cl:27][C:28]1[CH:29]=[C:30]([CH:32]=[CH:33][CH:34]=1)[NH2:31], predict the reaction product. The product is: [Cl:27][C:28]1[CH:29]=[C:30]([NH:31][C:2]2[N:7]=[C:6]([C:8]3[C:9]([Cl:14])=[N:10][CH:11]=[CH:12][CH:13]=3)[CH:5]=[CH:4][N:3]=2)[CH:32]=[CH:33][CH:34]=1.